This data is from Catalyst prediction with 721,799 reactions and 888 catalyst types from USPTO. The task is: Predict which catalyst facilitates the given reaction. (1) The catalyst class is: 6. Reactant: [OH:1][CH2:2][C@@H:3]1[NH:7][C:6](=[O:8])[CH2:5][CH2:4]1.CO[C:11](OC)([CH3:13])[CH3:12].C12(CS(O)(=O)=O)C(C)(C)C(CC1)CC2=O.C(=O)(O)[O-].[Na+]. Product: [CH3:12][C:11]1([CH3:13])[N:7]2[C:6](=[O:8])[CH2:5][CH2:4][C@@H:3]2[CH2:2][O:1]1. (2) Reactant: [CH2:1]([N:3]([CH3:17])[S:4]([C:7]1[CH:8]=[N:9][C:10]([Sn](C)(C)C)=[CH:11][CH:12]=1)(=[O:6])=[O:5])[CH3:2].[NH2:18][C:19]1[C:24]([C:25]2[CH:26]=[C:27]3[C:32](=[CH:33][CH:34]=2)[C:31](=[O:35])[NH:30][CH2:29][CH2:28]3)=[CH:23][C:22](Br)=[CH:21][N:20]=1. Product: [NH2:18][C:19]1[N:20]=[CH:21][C:22]([C:10]2[CH:11]=[CH:12][C:7]([S:4]([N:3]([CH2:1][CH3:2])[CH3:17])(=[O:6])=[O:5])=[CH:8][N:9]=2)=[CH:23][C:24]=1[C:25]1[CH:26]=[C:27]2[C:32](=[CH:33][CH:34]=1)[C:31](=[O:35])[NH:30][CH2:29][CH2:28]2. The catalyst class is: 77. (3) Reactant: C([C:3]1[CH:4]=[C:5]([CH2:9][C:10]([O:12][CH2:13][CH3:14])=[O:11])[CH:6]=[CH:7][CH:8]=1)=O.[CH3:15][C:16](=[N:20]O)C(=O)C.[ClH:22].[C:23]([O:26][CH2:27][CH3:28])(=O)C. Product: [Cl:22][CH2:15][C:16]1[N:20]=[C:23]([C:8]2[CH:3]=[CH:4][C:5]([CH2:9][C:10]([O:12][CH2:13][CH3:14])=[O:11])=[CH:6][CH:7]=2)[O:26][C:27]=1[CH3:28]. The catalyst class is: 27. (4) Reactant: [NH2:1][C:2]1[CH:3]=[C:4]([CH:8]=[CH:9][C:10]=1[CH2:11][CH:12](OC)OC)[C:5]([NH2:7])=[O:6].[CH3:17][O:18][C:19]1[CH:20]=[C:21]2[C:26](=[CH:27][C:28]=1[CH2:29][CH2:30][N:31]1[CH2:36][CH2:35][C:34](=O)[CH2:33][CH2:32]1)[N:25]([CH3:38])[CH2:24][CH2:23][CH2:22]2.S([O-])([O-])(=O)=O.[Na+].[Na+].C(O[BH-](OC(=O)C)OC(=O)C)(=O)C.[Na+]. Product: [CH3:17][O:18][C:19]1[CH:20]=[C:21]2[C:26](=[CH:27][C:28]=1[CH2:29][CH2:30][N:31]1[CH2:32][CH2:33][CH:34]([N:1]3[C:2]4[C:10](=[CH:9][CH:8]=[C:4]([C:5]([NH2:7])=[O:6])[CH:3]=4)[CH:11]=[CH:12]3)[CH2:35][CH2:36]1)[N:25]([CH3:38])[CH2:24][CH2:23][CH2:22]2. The catalyst class is: 86.